This data is from Full USPTO retrosynthesis dataset with 1.9M reactions from patents (1976-2016). The task is: Predict the reactants needed to synthesize the given product. (1) The reactants are: [CH:1]([CH:13]1[CH2:18][C:17](=[O:19])[O:16][C:14]1=[O:15])=[CH:2][CH2:3][CH2:4][CH2:5][CH2:6][CH2:7][CH2:8][CH2:9][CH2:10][CH2:11][CH3:12].C(N(CC)CC)C.[F:27][C:28]1[CH:49]=[CH:48][CH:47]=[CH:46][C:29]=1[CH:30]=[C:31]1[C:36](=[O:37])[C:35](=[CH:38][C:39]2[CH:44]=[CH:43][CH:42]=[CH:41][C:40]=2[F:45])[CH2:34][NH:33][CH2:32]1. Given the product [F:45][C:40]1[CH:41]=[CH:42][CH:43]=[CH:44][C:39]=1[CH:38]=[C:35]1[C:36](=[O:37])[C:31](=[CH:30][C:29]2[CH:46]=[CH:47][CH:48]=[CH:49][C:28]=2[F:27])[CH2:32][N:33]([C:14]([CH:13]([CH:1]=[CH:2][CH2:3][CH2:4][CH2:5][CH2:6][CH2:7][CH2:8][CH2:9][CH2:10][CH2:11][CH3:12])[CH2:18][C:17]([OH:16])=[O:19])=[O:15])[CH2:34]1, predict the reactants needed to synthesize it. (2) Given the product [C:1]([O:9][CH:10]1[CH2:15][CH2:14][NH:13][CH2:12][CH:11]1[F:23])(=[O:8])[C:2]1[CH:3]=[CH:4][CH:5]=[CH:6][CH:7]=1, predict the reactants needed to synthesize it. The reactants are: [C:1]([O:9][CH:10]1[CH2:15][CH2:14][N:13](C(OC(C)(C)C)=O)[CH2:12][CH:11]1[F:23])(=[O:8])[C:2]1[CH:7]=[CH:6][CH:5]=[CH:4][CH:3]=1.Cl.O1CCOCC1. (3) Given the product [O:30]=[C:31]1[C:40]([CH:41]2[CH2:42][CH2:43][N:44]([C:47]([O:16][C@H:14]3[C:13](=[O:17])[N:12]([CH2:18][C:19]([F:21])([F:20])[F:22])[CH2:11][C:5]4[C:6]5[CH:7]=[N:8][NH:9][C:10]=5[C:2]([Cl:1])=[CH:3][C:4]=4[CH2:15]3)=[O:48])[CH2:45][CH2:46]2)=[CH:39][C:38]2[C:33](=[CH:34][CH:35]=[CH:36][CH:37]=2)[NH:32]1, predict the reactants needed to synthesize it. The reactants are: [Cl:1][C:2]1[C:10]2[NH:9][N:8]=[CH:7][C:6]=2[C:5]2[CH2:11][N:12]([CH2:18][C:19]([F:22])([F:21])[F:20])[C:13](=[O:17])[C@H:14]([OH:16])[CH2:15][C:4]=2[CH:3]=1.C1COCC1.[H-].[Na+].[O:30]=[C:31]1[C:40]([CH:41]2[CH2:46][CH2:45][N:44]([C:47](OC3C=CC([N+]([O-])=O)=CC=3)=[O:48])[CH2:43][CH2:42]2)=[CH:39][C:38]2[C:33](=[CH:34][CH:35]=[CH:36][CH:37]=2)[NH:32]1. (4) Given the product [C:20]1([S:26]([C:6]2[CH:7]=[C:8]3[C:3](=[CH:4][CH:5]=2)[C:2](=[O:1])[CH2:11][CH2:10][CH2:9]3)(=[O:28])=[O:27])[CH:25]=[CH:24][CH:23]=[CH:22][CH:21]=1, predict the reactants needed to synthesize it. The reactants are: [O:1]=[C:2]1[CH2:11][CH2:10][CH2:9][C:8]2[CH:7]=[C:6](OS(C(F)(F)F)(=O)=O)[CH:5]=[CH:4][C:3]1=2.[C:20]1([S:26]([O-])(=[O:28])=[O:27])[CH:25]=[CH:24][CH:23]=[CH:22][CH:21]=1.[Na+].C(=O)([O-])[O-].[Cs+].[Cs+].[F-].C([N+](CCCC)(CCCC)CCCC)CCC. (5) Given the product [CH:1]1([CH:6]([CH3:12])[CH2:7][CH2:8][CH2:9][OH:10])[CH2:5][CH2:4][CH2:3][CH2:2]1, predict the reactants needed to synthesize it. The reactants are: [CH:1]1([CH:6]([CH3:12])[CH2:7][CH2:8][C:9](O)=[O:10])[CH2:5][CH2:4][CH2:3][CH2:2]1.[H-].[Al+3].[Li+].[H-].[H-].[H-].